This data is from Peptide-MHC class II binding affinity with 134,281 pairs from IEDB. The task is: Regression. Given a peptide amino acid sequence and an MHC pseudo amino acid sequence, predict their binding affinity value. This is MHC class II binding data. (1) The peptide sequence is FYNEKAFLLTTFDVS. The MHC is DRB1_0701 with pseudo-sequence DRB1_0701. The binding affinity (normalized) is 0.470. (2) The peptide sequence is ATPPPPPPPQLGASP. The MHC is HLA-DQA10501-DQB10201 with pseudo-sequence HLA-DQA10501-DQB10201. The binding affinity (normalized) is 0.201. (3) The peptide sequence is AASGADGTYDITKLG. The MHC is DRB1_0301 with pseudo-sequence QEFFIASGAAVDAIMESSYDYFDLQKRNYHVVFT. The binding affinity (normalized) is 0. (4) The peptide sequence is GNQEGSLKTALTGAM. The MHC is HLA-DQA10201-DQB10301 with pseudo-sequence HLA-DQA10201-DQB10301. The binding affinity (normalized) is 0.650. (5) The peptide sequence is AELMILIATNLLGQN. The MHC is HLA-DPA10201-DPB10101 with pseudo-sequence HLA-DPA10201-DPB10101. The binding affinity (normalized) is 0.133. (6) The peptide sequence is YKTLRAEQA. The MHC is DRB1_0405 with pseudo-sequence DRB1_0405. The binding affinity (normalized) is 0.